Dataset: Full USPTO retrosynthesis dataset with 1.9M reactions from patents (1976-2016). Task: Predict the reactants needed to synthesize the given product. (1) Given the product [ClH:1].[CH2:13]([N:20]1[CH:6]=[C:5]([CH2:4][CH2:3][CH2:2][C:7]2[N:8]=[C:9]([NH2:12])[NH:10][CH:11]=2)[N:22]=[N:21]1)[C:14]1[CH:19]=[CH:18][CH:17]=[CH:16][CH:15]=1, predict the reactants needed to synthesize it. The reactants are: [ClH:1].[CH2:2]([C:7]1[N:8]=[C:9]([NH2:12])[NH:10][CH:11]=1)[CH2:3][CH2:4][C:5]#[CH:6].[CH2:13]([N:20]=[N+:21]=[N-:22])[C:14]1[CH:19]=[CH:18][CH:17]=[CH:16][CH:15]=1. (2) Given the product [CH3:16][N:15]([CH3:17])[CH2:13][CH2:12][CH2:11][CH2:19][C:18]([OH:21])=[O:20], predict the reactants needed to synthesize it. The reactants are: C(OCC1C=[C:13]([N:15]([CH3:17])[CH3:16])[CH:12]=[CH:11]C=1)(=O)CCCC.[C:18]([O:21]CC)(=[O:20])[CH3:19]. (3) Given the product [NH2:7][CH2:8][CH2:9][CH2:10][N:11]([CH2:16][C:17]1[CH:22]=[CH:21][CH:20]=[C:19]([C:23]2[CH:28]=[CH:27][N:26]=[C:25]([NH:31][CH2:32][C:33]3[CH:38]=[CH:37][C:36]([OH:39])=[CH:35][CH:34]=3)[N:24]=2)[CH:18]=1)[S:12]([CH3:15])(=[O:13])=[O:14], predict the reactants needed to synthesize it. The reactants are: C(OC(=O)[NH:7][CH2:8][CH2:9][CH2:10][N:11]([CH2:16][C:17]1[CH:22]=[CH:21][CH:20]=[C:19]([C:23]2[CH:28]=[CH:27][N:26]=[C:25](Cl)[N:24]=2)[CH:18]=1)[S:12]([CH3:15])(=[O:14])=[O:13])(C)(C)C.[NH2:31][CH2:32][C:33]1[CH:38]=[CH:37][C:36]([OH:39])=[CH:35][CH:34]=1. (4) Given the product [CH2:19]([O:18][C:16](=[O:17])[CH2:15][C:14]1([C:21]([O:23][CH2:24][CH3:25])=[O:22])[O:13][N:12]2[C:6]([C:5]([CH3:9])([CH3:8])[O:4][CH2:3][CH2:2]2)=[N:7]1)[CH3:20], predict the reactants needed to synthesize it. The reactants are: Cl[CH2:2][CH2:3][O:4][C:5]([CH3:9])([CH3:8])[C:6]#[N:7].[Na+].[I-].[NH2:12][OH:13].[C:14]([C:21]([O:23][CH2:24][CH3:25])=[O:22])#[C:15][C:16]([O:18][CH2:19][CH3:20])=[O:17]. (5) Given the product [CH3:9][N:10]([CH3:11])[C:2]1[S:3][CH:4]=[C:5]([Br:7])[N:6]=1, predict the reactants needed to synthesize it. The reactants are: Br[C:2]1[S:3][CH:4]=[C:5]([Br:7])[N:6]=1.O.[CH3:9][N:10](C=O)[CH3:11]. (6) Given the product [CH3:43][O:44][CH2:8][C:9]1[C:14]([CH3:15])=[C:13]([C:16]2[CH:17]=[C:18]3[C:22](=[CH:23][CH:24]=2)[N:21]([CH:25]2[CH2:30][CH2:29][CH2:28][CH2:27][O:26]2)[N:20]=[C:19]3[C:31]2[NH:35][C:34]3[CH2:36][CH2:37][CH2:38][CH2:39][C:33]=3[N:32]=2)[CH:12]=[N:11][CH:10]=1, predict the reactants needed to synthesize it. The reactants are: C(OC(=O)N(CC)[CH2:8][C:9]1[CH:10]=[N:11][CH:12]=[C:13]([C:16]2[CH:17]=[C:18]3[C:22](=[CH:23][CH:24]=2)[N:21]([CH:25]2[CH2:30][CH2:29][CH2:28][CH2:27][O:26]2)[N:20]=[C:19]3[C:31]2[NH:35][C:34]3[CH2:36][CH2:37][CH2:38][CH2:39][C:33]=3[N:32]=2)[C:14]=1[CH3:15])(C)(C)C.[CH3:43][O:44]CC1C(C)=C(C2C=C3C(=CC=2)N(C2CCCCO2)N=C3C=O)C=NC=1.C1(=O)CCCCC1=O.C([O-])(=O)C.[NH4+]. (7) Given the product [Cl:29][C:25]1[CH:24]=[C:23]2[C:28]([C:20]([CH:16]3[CH2:17][CH2:18][CH2:19][N:14]([C:12]([NH:11][C:8]4[CH:9]=[CH:10][C:5]([C:3]([OH:4])=[O:2])=[N:6][CH:7]=4)=[O:13])[CH2:15]3)([CH2:31][C:32]3[CH:37]=[CH:36][CH:35]=[C:34]([Cl:38])[CH:33]=3)[C:21](=[O:30])[NH:22]2)=[CH:27][CH:26]=1, predict the reactants needed to synthesize it. The reactants are: C[O:2][C:3]([C:5]1[CH:10]=[CH:9][C:8]([NH:11][C:12]([N:14]2[CH2:19][CH2:18][CH2:17][CH:16]([C:20]3([CH2:31][C:32]4[CH:37]=[CH:36][CH:35]=[C:34]([Cl:38])[CH:33]=4)[C:28]4[C:23](=[CH:24][C:25]([Cl:29])=[CH:26][CH:27]=4)[NH:22][C:21]3=[O:30])[CH2:15]2)=[O:13])=[CH:7][N:6]=1)=[O:4].O.[OH-].[Li+].